This data is from Full USPTO retrosynthesis dataset with 1.9M reactions from patents (1976-2016). The task is: Predict the reactants needed to synthesize the given product. (1) Given the product [CH3:13][O:14][C:15]([C:17]1([C:2]2[C:11]3[C:6](=[CH:7][C:8]([F:12])=[CH:9][CH:10]=3)[N:5]=[CH:4][N:3]=2)[CH2:18][CH2:19][N:20]([C:23]([O:25][C:26]([CH3:29])([CH3:28])[CH3:27])=[O:24])[CH2:21][CH2:22]1)=[O:16], predict the reactants needed to synthesize it. The reactants are: Cl[C:2]1[C:11]2[C:6](=[CH:7][C:8]([F:12])=[CH:9][CH:10]=2)[N:5]=[CH:4][N:3]=1.[CH3:13][O:14][C:15]([CH:17]1[CH2:22][CH2:21][N:20]([C:23]([O:25][C:26]([CH3:29])([CH3:28])[CH3:27])=[O:24])[CH2:19][CH2:18]1)=[O:16].[Li+].C[Si]([N-][Si](C)(C)C)(C)C.C1COCC1. (2) Given the product [CH2:1]([P:3]([CH2:6][OH:7])(=[O:4])[O:5][CH2:8][CH2:9][CH2:10][CH3:11])[CH3:2], predict the reactants needed to synthesize it. The reactants are: [CH2:1]([P:3]([CH2:6][OH:7])(=[O:5])[OH:4])[CH3:2].[CH2:8](O)[CH2:9][CH2:10][CH3:11]. (3) Given the product [CH3:1][O:2][CH2:3][C:4]1[C:5]([C:28]2[CH:33]=[CH:32][CH:31]=[CH:30][CH:29]=2)=[C:6]([O:14][C:15]2[CH:20]=[CH:19][C:18](/[CH:21]=[CH:22]/[C:23]([OH:25])=[O:24])=[CH:17][CH:16]=2)[C:7]2[C:12]([CH:13]=1)=[CH:11][CH:10]=[CH:9][CH:8]=2, predict the reactants needed to synthesize it. The reactants are: [CH3:1][O:2][CH2:3][C:4]1[C:5]([C:28]2[CH:33]=[CH:32][CH:31]=[CH:30][CH:29]=2)=[C:6]([O:14][C:15]2[CH:20]=[CH:19][C:18](/[CH:21]=[CH:22]/[C:23]([O:25]CC)=[O:24])=[CH:17][CH:16]=2)[C:7]2[C:12]([CH:13]=1)=[CH:11][CH:10]=[CH:9][CH:8]=2.[OH-].[Na+]. (4) Given the product [C:18]([O:8][CH2:7][C@H:6]1[O:9][CH2:5]1)(=[O:22])[CH2:19][CH2:20][CH3:21], predict the reactants needed to synthesize it. The reactants are: C(Cl)Cl.Cl[CH2:5][C@H:6]([OH:9])[CH2:7][OH:8].[O-]P([O-])([O-])=O.[K+].[K+].[K+].[C:18](Cl)(=[O:22])[CH2:19][CH2:20][CH3:21]. (5) The reactants are: C[O:2][C:3]([C@@H:5]1[CH2:9][C@@H:8]([S:10]([C:13]2[CH:18]=[CH:17][CH:16]=[CH:15][C:14]=2[Cl:19])(=[O:12])=[O:11])[CH2:7][N:6]1[C:20]1[N:21]([CH:26]2[CH2:29][CH2:28][CH2:27]2)[N:22]=[C:23]([CH3:25])[CH:24]=1)=[O:4].[OH-].[Li+]. Given the product [Cl:19][C:14]1[CH:15]=[CH:16][CH:17]=[CH:18][C:13]=1[S:10]([C@H:8]1[CH2:7][N:6]([C:20]2[N:21]([CH:26]3[CH2:29][CH2:28][CH2:27]3)[N:22]=[C:23]([CH3:25])[CH:24]=2)[C@H:5]([C:3]([OH:4])=[O:2])[CH2:9]1)(=[O:12])=[O:11], predict the reactants needed to synthesize it. (6) The reactants are: [C:1]([C:5]1[CH:10]=[CH:9][C:8]([S:11]([N:14]([CH2:22][C:23]([OH:25])=O)[C:15]2[CH:20]=[CH:19][C:18]([CH3:21])=[CH:17][CH:16]=2)(=[O:13])=[O:12])=[CH:7][CH:6]=1)([CH3:4])([CH3:3])[CH3:2].[CH:26]1([NH:29][CH2:30][C:31]2[CH:36]=[CH:35][CH:34]=[C:33]([O:37][CH3:38])[CH:32]=2)[CH2:28][CH2:27]1. Given the product [C:1]([C:5]1[CH:10]=[CH:9][C:8]([S:11]([N:14]([C:15]2[CH:20]=[CH:19][C:18]([CH3:21])=[CH:17][CH:16]=2)[CH2:22][C:23]([N:29]([CH:26]2[CH2:28][CH2:27]2)[CH2:30][C:31]2[CH:36]=[CH:35][CH:34]=[C:33]([O:37][CH3:38])[CH:32]=2)=[O:25])(=[O:12])=[O:13])=[CH:7][CH:6]=1)([CH3:3])([CH3:2])[CH3:4], predict the reactants needed to synthesize it. (7) Given the product [C:12]([O:11][C:9]([N:24]1[C:23](=[O:26])[CH2:22][C:21]2([CH2:20][CH2:19][C:18]([N:17]([CH3:35])[CH3:16])([C:29]3[CH:34]=[CH:33][CH:32]=[CH:31][CH:30]=3)[CH2:28][CH2:27]2)[CH2:25]1)=[O:10])([CH3:13])([CH3:14])[CH3:15], predict the reactants needed to synthesize it. The reactants are: [C:9](O[C:9]([O:11][C:12]([CH3:15])([CH3:14])[CH3:13])=[O:10])([O:11][C:12]([CH3:15])([CH3:14])[CH3:13])=[O:10].[CH3:16][N:17]([CH3:35])[C:18]1([C:29]2[CH:34]=[CH:33][CH:32]=[CH:31][CH:30]=2)[CH2:28][CH2:27][C:21]2([CH2:25][NH:24][C:23](=[O:26])[CH2:22]2)[CH2:20][CH2:19]1. (8) Given the product [CH3:12][O:13][C:14]1[CH:15]=[C:16]([NH:17][C:2]2[C:11]3[C:6](=[CH:7][CH:8]=[CH:9][CH:10]=3)[N:5]=[CH:4][N:3]=2)[CH:18]=[CH:19][C:20]=1[O:21][CH3:22], predict the reactants needed to synthesize it. The reactants are: Cl[C:2]1[C:11]2[C:6](=[CH:7][CH:8]=[CH:9][CH:10]=2)[N:5]=[CH:4][N:3]=1.[CH3:12][O:13][C:14]1[CH:15]=[C:16]([CH:18]=[CH:19][C:20]=1[O:21][CH3:22])[NH2:17].C([O-])(=O)C.[Na+]. (9) Given the product [C:1]1([NH:7][C:8]([N:10]2[C:18]3[C:13](=[CH:14][C:15]([NH2:19])=[CH:16][CH:17]=3)[CH2:12][CH2:11]2)=[O:9])[CH:2]=[CH:3][CH:4]=[CH:5][CH:6]=1, predict the reactants needed to synthesize it. The reactants are: [C:1]1([NH:7][C:8]([N:10]2[C:18]3[C:13](=[CH:14][C:15]([NH:19]S(C4C=C(Cl)C=C(Cl)C=4)(=O)=O)=[CH:16][CH:17]=3)[CH2:12][CH2:11]2)=[O:9])[CH:6]=[CH:5][CH:4]=[CH:3][CH:2]=1. (10) Given the product [Cl:1][C:2]1[C:3]([N:27]([CH2:29][CH:30]([CH3:31])[CH3:32])[CH3:28])=[CH:4][C:5]2[N:11]=[C:10]([C:12]3[CH:17]=[CH:16][CH:15]=[C:14]([N:18]4[C:22]([CH2:23][N:38]5[CH2:43][CH2:42][CH2:41][CH2:40][CH2:39]5)=[CH:21][N:20]=[N:19]4)[CH:13]=3)[CH2:9][C:8](=[O:25])[NH:7][C:6]=2[CH:26]=1, predict the reactants needed to synthesize it. The reactants are: [Cl:1][C:2]1[C:3]([N:27]([CH2:29][CH:30]([CH3:32])[CH3:31])[CH3:28])=[CH:4][C:5]2[N:11]=[C:10]([C:12]3[CH:17]=[CH:16][CH:15]=[C:14]([N:18]4[C:22]([CH2:23]O)=[CH:21][N:20]=[N:19]4)[CH:13]=3)[CH2:9][C:8](=[O:25])[NH:7][C:6]=2[CH:26]=1.S(Cl)(Cl)=O.[Cl-].[NH:38]1[CH2:43][CH2:42][CH2:41][CH2:40][CH2:39]1.